Dataset: Forward reaction prediction with 1.9M reactions from USPTO patents (1976-2016). Task: Predict the product of the given reaction. Given the reactants [Cl:1][C:2]1[C:6]([CH3:7])=[C:5]([NH:8][C:9](=[O:23])[C:10]2[CH:15]=[C:14]([N:16]3[CH2:21][CH2:20][O:19][CH2:18][CH2:17]3)[CH:13]=[C:12]([F:22])[CH:11]=2)[S:4][C:3]=1[C:24](O)=[O:25].[NH2:27][C:28]1[N:32]=[C:31]([NH2:33])[NH:30][N:29]=1, predict the reaction product. The product is: [Cl:1][C:2]1[C:6]([CH3:7])=[C:5]([NH:8][C:9](=[O:23])[C:10]2[CH:15]=[C:14]([N:16]3[CH2:17][CH2:18][O:19][CH2:20][CH2:21]3)[CH:13]=[C:12]([F:22])[CH:11]=2)[S:4][C:3]=1[C:24]([NH:33][C:31]1[NH:30][N:29]=[C:28]([NH2:27])[N:32]=1)=[O:25].